This data is from Full USPTO retrosynthesis dataset with 1.9M reactions from patents (1976-2016). The task is: Predict the reactants needed to synthesize the given product. (1) Given the product [O:26]1[C:30]2[CH:31]=[CH:32][C:33]([NH:35][C:7]3[C:6]([C:9]([N:11]4[CH2:16][CH2:15][CH:14]([C:17]5[CH:22]=[CH:21][C:20]([F:23])=[CH:19][CH:18]=5)[CH2:13][CH2:12]4)=[O:10])=[CH:5][N:4]([CH3:24])[C:3](=[O:25])[C:2]=3[Cl:1])=[CH:34][C:29]=2[O:28][CH2:27]1, predict the reactants needed to synthesize it. The reactants are: [Cl:1][C:2]1[C:3](=[O:25])[N:4]([CH3:24])[CH:5]=[C:6]([C:9]([N:11]2[CH2:16][CH2:15][CH:14]([C:17]3[CH:22]=[CH:21][C:20]([F:23])=[CH:19][CH:18]=3)[CH2:13][CH2:12]2)=[O:10])[C:7]=1Cl.[O:26]1[C:30]2[CH:31]=[CH:32][C:33]([NH2:35])=[CH:34][C:29]=2[O:28][CH2:27]1. (2) Given the product [Cl:29][C:28]1[C:23]([N:18]2[CH2:19][CH2:20][C:12]3[C:11]([NH:10][C:7]4[CH:8]=[CH:9][C:4]([O:3][CH:2]([F:1])[F:21])=[CH:5][CH:6]=4)=[N:16][CH:15]=[N:14][C:13]=3[CH2:17]2)=[N:24][CH:25]=[CH:26][CH:27]=1, predict the reactants needed to synthesize it. The reactants are: [F:1][CH:2]([F:21])[O:3][C:4]1[CH:9]=[CH:8][C:7]([NH:10][C:11]2[C:12]3[CH2:20][CH2:19][NH:18][CH2:17][C:13]=3[N:14]=[CH:15][N:16]=2)=[CH:6][CH:5]=1.Cl[C:23]1[C:28]([Cl:29])=[CH:27][CH:26]=[CH:25][N:24]=1.C(N(CC)C(C)C)(C)C. (3) Given the product [CH3:30][C:31]1([CH3:43])[CH2:35][C:34]2[CH:36]=[C:37]([N:9]3[C:10](=[O:11])[C:5]4[CH:4]=[C:3]([CH2:1][CH3:2])[S:29][C:6]=4[N:7]([CH2:13][C:14]4[CH:19]=[CH:18][C:17]([C:20]5[C:21]([C:26]#[N:27])=[CH:22][CH:23]=[CH:24][CH:25]=5)=[CH:16][C:15]=4[F:28])[C:8]3=[O:12])[CH:38]=[CH:39][C:33]=2[O:32]1, predict the reactants needed to synthesize it. The reactants are: [CH2:1]([C:3]1[S:29][C:6]2[N:7]([CH2:13][C:14]3[CH:19]=[CH:18][C:17]([C:20]4[C:21]([C:26]#[N:27])=[CH:22][CH:23]=[CH:24][CH:25]=4)=[CH:16][C:15]=3[F:28])[C:8](=[O:12])[NH:9][C:10](=[O:11])[C:5]=2[CH:4]=1)[CH3:2].[CH3:30][C:31]1([CH3:43])[CH2:35][C:34]2[CH:36]=[C:37](B(O)O)[CH:38]=[CH:39][C:33]=2[O:32]1.C(N(CC)CC)C.N1C=CC=CC=1. (4) Given the product [C:12]([O:11][C:9]([NH:22][C@@H:23]([CH2:28][C:29]1[CH:34]=[CH:33][CH:32]=[CH:31][CH:30]=1)[C:24](=[O:27])[CH2:25][Cl:26])=[O:10])([CH3:13])([CH3:14])[CH3:15], predict the reactants needed to synthesize it. The reactants are: [C:9](O[C:9]([O:11][C:12]([CH3:15])([CH3:14])[CH3:13])=[O:10])([O:11][C:12]([CH3:15])([CH3:14])[CH3:13])=[O:10].C(=O)([O-])O.[Na+].Cl.[NH2:22][C@@H:23]([CH2:28][C:29]1[CH:34]=[CH:33][CH:32]=[CH:31][CH:30]=1)[C:24](=[O:27])[CH2:25][Cl:26]. (5) Given the product [CH2:27]([N:18]1[C:19]2[C:20](=[N:21][CH:22]=[CH:23][CH:24]=2)[N:16]([C:13]2[CH:14]=[CH:15][C:10]([N:1]3[C:5]4=[N:6][CH:7]=[CH:8][CH:9]=[C:4]4[CH:3]=[N:2]3)=[CH:11][CH:12]=2)[C:17]1=[O:25])[CH3:28], predict the reactants needed to synthesize it. The reactants are: [N:1]1([C:10]2[CH:15]=[CH:14][C:13]([N:16]3[C:20]4=[N:21][CH:22]=[CH:23][CH:24]=[C:19]4[NH:18][C:17]3=[O:25])=[CH:12][CH:11]=2)[C:5]2=[N:6][CH:7]=[CH:8][CH:9]=[C:4]2[CH:3]=[N:2]1.I[CH2:27][CH3:28]. (6) Given the product [F:54][C:53]([F:56])([F:55])[C:51]([O-:57])=[O:52].[Cl:1][C:2]1[CH:9]=[C:8]([CH:7]=[C:4]([C:5]#[N:6])[CH:3]=1)[O:10][C:11]1[C:12](=[O:50])[N:13]([CH2:21][C:22]2[C:30]3[C:25](=[N:26][C:27]([NH3+:31])=[CH:28][CH:29]=3)[NH:24][N:23]=2)[CH:14]=[CH:15][C:16]=1[C:17]([F:18])([F:19])[F:20], predict the reactants needed to synthesize it. The reactants are: [Cl:1][C:2]1[CH:3]=[C:4]([CH:7]=[C:8]([O:10][C:11]2[C:12](=[O:50])[N:13]([CH2:21][C:22]3[C:30]4[C:25](=[N:26][C:27]([NH:31]CC5C=CC(OC)=CC=5)=[CH:28][CH:29]=4)[N:24](CC4C=CC(OC)=CC=4)[N:23]=3)[CH:14]=[CH:15][C:16]=2[C:17]([F:20])([F:19])[F:18])[CH:9]=1)[C:5]#[N:6].[C:51]([OH:57])([C:53]([F:56])([F:55])[F:54])=[O:52]. (7) Given the product [OH:1][C:2]([CH:5]1[CH2:6][CH2:7][N:8]([CH2:11][C:12]2[CH:13]=[CH:14][C:15]([N+:28]([O-:30])=[O:29])=[C:16]([NH:18][C@H:19]3[CH2:20][CH2:21][C@H:22]([C:25]([NH2:33])=[O:27])[CH2:23][CH2:24]3)[CH:17]=2)[CH2:9][CH2:10]1)([CH3:4])[CH3:3], predict the reactants needed to synthesize it. The reactants are: [OH:1][C:2]([CH:5]1[CH2:10][CH2:9][N:8]([CH2:11][C:12]2[CH:13]=[CH:14][C:15]([N+:28]([O-:30])=[O:29])=[C:16]([NH:18][C@H:19]3[CH2:24][CH2:23][C@H:22]([C:25]([OH:27])=O)[CH2:21][CH2:20]3)[CH:17]=2)[CH2:7][CH2:6]1)([CH3:4])[CH3:3].C1N=C[N:33](C(N2C=NC=C2)=O)C=1.[OH-].[NH4+]. (8) Given the product [C:29]([N:18]([C:14]1[CH:13]=[C:12]([C:11]2[C:7]([C:5]3[S:6][C:2]([Cl:1])=[CH:3][CH:4]=3)=[N:8][N:9]([CH:19]([CH3:21])[CH3:20])[CH:10]=2)[CH:17]=[CH:16][N:15]=1)[C:35](=[O:36])[CH3:34])(=[O:31])[CH3:30], predict the reactants needed to synthesize it. The reactants are: [Cl:1][C:2]1[S:6][C:5]([C:7]2[C:11]([C:12]3[CH:17]=[CH:16][N:15]=[C:14]([NH2:18])[CH:13]=3)=[CH:10][N:9]([CH:19]([CH3:21])[CH3:20])[N:8]=2)=[CH:4][CH:3]=1.C(N(CC)CC)C.[C:29](Cl)(=[O:31])[CH3:30].C1C[O:36][CH2:35][CH2:34]1. (9) Given the product [NH2:1][C:2]1[N:7]=[C:6]([N:8]2[CH2:13][CH2:12][CH2:11][C@H:10]([C:14]([NH:16][C:17]3[CH:22]=[CH:21][CH:20]=[C:19]([O:23][CH3:24])[CH:18]=3)=[O:15])[CH2:9]2)[CH:5]=[C:4]([C:25]2[CH:26]=[C:27]3[C:28]([C:31]([NH2:32])=[N:46][NH:47]3)=[CH:29][CH:30]=2)[N:3]=1, predict the reactants needed to synthesize it. The reactants are: [NH2:1][C:2]1[N:7]=[C:6]([N:8]2[CH2:13][CH2:12][CH2:11][C@H:10]([C:14]([NH:16][C:17]3[CH:22]=[CH:21][CH:20]=[C:19]([O:23][CH3:24])[CH:18]=3)=[O:15])[CH2:9]2)[CH:5]=[C:4]([C:25]2[CH:30]=[CH:29][C:28]([C:31]#[N:32])=[C:27](F)[CH:26]=2)[N:3]=1.CCO.CCN(C(C)C)C(C)C.[NH2:46][NH2:47].